Dataset: Catalyst prediction with 721,799 reactions and 888 catalyst types from USPTO. Task: Predict which catalyst facilitates the given reaction. (1) Reactant: [CH:1]1([CH2:7][C@H:8]([NH:38]C(=O)OC(C)(C)C)[C:9]([N:11]2[CH2:16][CH2:15][CH:14]([N:17]3[N:26]=[C:25]([C:27]4[CH:32]=[CH:31][C:30]([O:33][CH3:34])=[C:29]([O:35][CH3:36])[CH:28]=4)[C@@H:24]4[C@@H:19]([CH2:20][CH2:21][CH2:22][CH2:23]4)[C:18]3=[O:37])[CH2:13][CH2:12]2)=[O:10])[CH2:6][CH2:5][CH2:4][CH2:3][CH2:2]1.[ClH:46]. Product: [ClH:46].[NH2:38][C@@H:8]([CH2:7][CH:1]1[CH2:6][CH2:5][CH2:4][CH2:3][CH2:2]1)[C:9]([N:11]1[CH2:16][CH2:15][CH:14]([N:17]2[N:26]=[C:25]([C:27]3[CH:32]=[CH:31][C:30]([O:33][CH3:34])=[C:29]([O:35][CH3:36])[CH:28]=3)[C@@H:24]3[C@@H:19]([CH2:20][CH2:21][CH2:22][CH2:23]3)[C:18]2=[O:37])[CH2:13][CH2:12]1)=[O:10]. The catalyst class is: 12. (2) Reactant: [C:1]1([N:7]2[CH:11]=[CH:10][N:9]=[N:8]2)[CH:6]=[CH:5][CH:4]=[CH:3][CH:2]=1.CN([CH:15]=[O:16])C.[BH4-].[Na+].O. Product: [C:1]1([N:7]2[C:11]([CH2:15][OH:16])=[CH:10][N:9]=[N:8]2)[CH:2]=[CH:3][CH:4]=[CH:5][CH:6]=1. The catalyst class is: 1. (3) Reactant: C(N(CC)CC)C.[C:8]1([S:14](Cl)(=[O:16])=[O:15])[CH:13]=[CH:12][CH:11]=[CH:10][CH:9]=1.[NH2:18][C:19]1[CH:28]=[CH:27][C:26]2[NH:25][C:24](=[O:29])[C:23]3[NH:30][CH:31]=[CH:32][C:22]=3[C:21]=2[CH:20]=1.[CH2:33]([C:35]([O-:37])=[O:36])[CH3:34]. Product: [C:8]1([S:14]([NH:18][C:19]2[CH:28]=[CH:27][C:26]3[NH:25][C:24](=[O:29])[C:23]4[NH:30][CH:31]=[CH:32][C:22]=4[C:21]=3[CH:20]=2)(=[O:16])=[O:15])[CH:13]=[CH:12][CH:11]=[CH:10][CH:9]=1.[CH2:33]([C:35]([O-:37])=[O:36])[CH3:34]. The catalyst class is: 9.